From a dataset of Forward reaction prediction with 1.9M reactions from USPTO patents (1976-2016). Predict the product of the given reaction. (1) Given the reactants C(NC(C)C)(C)C.C(O[B:12]([O:17][CH:18]([CH3:20])[CH3:19])[O:13][CH:14]([CH3:16])[CH3:15])(C)C.C([Li])CCC.[Cl:26][C:27]1[S:28][CH:29]=[CH:30][N:31]=1.OC(C(O)(C)C)(C)C.C(O)(=O)C, predict the reaction product. The product is: [Cl:26][C:27]1[S:28][C:29]([B:12]2[O:13][C:14]([CH3:15])([CH3:16])[C:18]([CH3:19])([CH3:20])[O:17]2)=[CH:30][N:31]=1. (2) Given the reactants [Br:1][C:2]1[CH:10]=[C:9]2[C:5]([CH:6]=[C:7]([C:11]([N:13]3[CH2:18][CH2:17][N:16]([S:19]([N:22]4[CH2:27][CH2:26][CH2:25][CH2:24][CH2:23]4)(=[O:21])=[O:20])[CH2:15][CH2:14]3)=[O:12])[NH:8]2)=[CH:4][C:3]=1[O:28][CH:29]1[CH2:34][CH2:33][N:32]([CH:35]([CH3:37])[CH3:36])[CH2:31][CH2:30]1.[Cl:38][C:39]1[CH:44]=[C:43](B(O)O)[CH:42]=[CH:41][N:40]=1.N1C=CC=CC=1, predict the reaction product. The product is: [Br:1][C:2]1[CH:10]=[C:9]2[C:5]([CH:6]=[C:7]([C:11]([N:13]3[CH2:14][CH2:15][N:16]([S:19]([N:22]4[CH2:23][CH2:24][CH2:25][CH2:26][CH2:27]4)(=[O:21])=[O:20])[CH2:17][CH2:18]3)=[O:12])[N:8]2[C:43]2[CH:42]=[CH:41][N:40]=[C:39]([Cl:38])[CH:44]=2)=[CH:4][C:3]=1[O:28][CH:29]1[CH2:30][CH2:31][N:32]([CH:35]([CH3:37])[CH3:36])[CH2:33][CH2:34]1. (3) Given the reactants [F:1][C:2]1[CH:10]=[C:9]2[C:5]([C:6]([C:18]3[CH:19]=[CH:20][C:21]4[S:25](=[O:27])(=[O:26])[N:24]([CH2:28][CH2:29][OH:30])[CH2:23][C:22]=4[CH:31]=3)=[CH:7][N:8]2C(OC(C)(C)C)=O)=[CH:4][CH:3]=1.Cl.F[C:34](F)(F)[C:35](O)=[O:36], predict the reaction product. The product is: [C:35]([O:30][CH2:29][CH2:28][N:24]1[CH2:23][C:22]2[CH:31]=[C:18]([C:6]3[C:5]4[C:9](=[CH:10][C:2]([F:1])=[CH:3][CH:4]=4)[NH:8][CH:7]=3)[CH:19]=[CH:20][C:21]=2[S:25]1(=[O:26])=[O:27])(=[O:36])[CH3:34]. (4) Given the reactants [Cl:1][C:2]1[CH:7]=[CH:6][C:5]([C:8]2[N:9]=[C:10]([C:23]#[N:24])[C:11](C#N)=[N:12][C:13]=2[C:14]2[CH:19]=[CH:18][C:17]([Cl:20])=[CH:16][CH:15]=2)=[CH:4][CH:3]=1.[C:25]([O:29][C:30]([N:32]1[CH2:37][CH2:36][CH:35]([OH:38])[CH2:34][CH2:33]1)=[O:31])([CH3:28])([CH3:27])[CH3:26], predict the reaction product. The product is: [C:25]([O:29][C:30]([N:32]1[CH2:37][CH2:36][CH:35]([O:38][C:11]2[C:10]([C:23]#[N:24])=[N:9][C:8]([C:5]3[CH:6]=[CH:7][C:2]([Cl:1])=[CH:3][CH:4]=3)=[C:13]([C:14]3[CH:19]=[CH:18][C:17]([Cl:20])=[CH:16][CH:15]=3)[N:12]=2)[CH2:34][CH2:33]1)=[O:31])([CH3:28])([CH3:26])[CH3:27]. (5) Given the reactants [Cl:1][C:2]1[CH:8]=[CH:7][C:5]([NH2:6])=[CH:4][C:3]=1[N+:9]([O-:11])=[O:10].Cl[C:13](=[O:18])[C:14]([O:16]C)=[O:15], predict the reaction product. The product is: [Cl:1][C:2]1[CH:8]=[CH:7][C:5]([NH:6][C:13](=[O:18])[C:14]([OH:16])=[O:15])=[CH:4][C:3]=1[N+:9]([O-:11])=[O:10]. (6) Given the reactants Cl[CH2:2][C:3]([N:5]1[C:13]2[C:8](=[CH:9][C:10]([N+:14]([O-:16])=[O:15])=[CH:11][CH:12]=2)[CH:7]=[CH:6]1)=[O:4].[CH3:17][N:18]1[CH2:23][CH2:22][NH:21][CH2:20][CH2:19]1, predict the reaction product. The product is: [CH3:17][N:18]1[CH2:23][CH2:22][N:21]([CH2:2][C:3]([N:5]2[C:13]3[C:8](=[CH:9][C:10]([N+:14]([O-:16])=[O:15])=[CH:11][CH:12]=3)[CH:7]=[CH:6]2)=[O:4])[CH2:20][CH2:19]1. (7) The product is: [NH2:1][CH:2]([C:33]1[CH:38]=[CH:37][C:36]([O:39][CH2:40][CH2:41][O:42][C:43]([CH3:44])([CH3:46])[CH3:45])=[CH:35][CH:34]=1)[C:3]([NH:5][C@H:6]([C:15]1[NH:16][C:17]([C:20]2[CH:25]=[CH:24][C:23]([C:26]#[CH:27])=[CH:22][C:21]=2[F:32])=[CH:18][N:19]=1)[C@H:7]([C:9]1[CH:10]=[CH:11][CH:12]=[CH:13][CH:14]=1)[CH3:8])=[O:4]. Given the reactants [NH2:1][CH:2]([C:33]1[CH:38]=[CH:37][C:36]([O:39][CH2:40][CH2:41][O:42][C:43]([CH3:46])([CH3:45])[CH3:44])=[CH:35][CH:34]=1)[C:3]([NH:5][C@H:6]([C:15]1[NH:16][C:17]([C:20]2[CH:25]=[CH:24][C:23]([C:26]#[C:27][Si](C)(C)C)=[CH:22][C:21]=2[F:32])=[CH:18][N:19]=1)[C@H:7]([C:9]1[CH:14]=[CH:13][CH:12]=[CH:11][CH:10]=1)[CH3:8])=[O:4].[F-].C([N+](CCCC)(CCCC)CCCC)CCC.C(OCC)(=O)C, predict the reaction product. (8) The product is: [Cl:1][C:2]1[CH:3]=[C:4]([OH:11])[CH:6]=[CH:7][C:8]=1[O:9][CH3:10]. Given the reactants [Cl:1][C:2]1[CH:3]=[C:4]([CH:6]=[CH:7][C:8]=1[O:9][CH3:10])N.[OH:11]S(O)(=O)=O.N([O-])=O.[Na+], predict the reaction product. (9) Given the reactants [F:1][C:2]1[CH:7]=[C:6]([F:8])[C:5]([F:9])=[CH:4][C:3]=1[C:10]1[CH2:19][CH2:18][C:13]2([O:17][CH2:16][CH2:15][O:14]2)[CH2:12][CH:11]=1, predict the reaction product. The product is: [F:1][C:2]1[CH:7]=[C:6]([F:8])[C:5]([F:9])=[CH:4][C:3]=1[CH:10]1[CH2:11][CH2:12][C:13]2([O:14][CH2:15][CH2:16][O:17]2)[CH2:18][CH2:19]1. (10) Given the reactants [N:1]1([C:12]([O:14][C:15]([CH3:18])([CH3:17])[CH3:16])=[O:13])[CH2:6][CH2:5][CH:4]([C:7](OCC)=[O:8])[CH2:3][CH2:2]1.[H-].[H-].[H-].[H-].[Li+].[Al+3], predict the reaction product. The product is: [OH:8][CH2:7][CH:4]1[CH2:5][CH2:6][N:1]([C:12]([O:14][C:15]([CH3:18])([CH3:17])[CH3:16])=[O:13])[CH2:2][CH2:3]1.